Dataset: Catalyst prediction with 721,799 reactions and 888 catalyst types from USPTO. Task: Predict which catalyst facilitates the given reaction. Reactant: O=[Ce:2]=O.[C:4](=[O:7])([O-])[O-:5].[Ce+3].[C:9](=[O:12])([O-])[O-:10].[C:13](=[O:16])([O-])[O-:14].[Ce+3]. Product: [C:4]([O-:5])(=[O:7])[CH3:9].[Ce+3:2].[C:9]([O-:10])(=[O:12])[CH3:13].[C:13]([O-:14])(=[O:16])[CH3:4]. The catalyst class is: 15.